From a dataset of Catalyst prediction with 721,799 reactions and 888 catalyst types from USPTO. Predict which catalyst facilitates the given reaction. Product: [CH2:36]([O:43][C:44]1[CH:45]=[CH:46][CH:47]=[C:48]2[C:52]=1[NH:51][C:50]([C:53]1[S:58][CH2:57][CH2:56][N:55]=1)=[CH:49]2)[C:37]1[CH:42]=[CH:41][CH:40]=[CH:39][CH:38]=1. The catalyst class is: 4. Reactant: C1(P(=O)(C2C=CC=CC=2)C2C=CC=CC=2)C=CC=CC=1.FC(F)(F)S(OS(C(F)(F)F)(=O)=O)(=O)=O.[CH2:36]([O:43][C:44]1[CH:45]=[CH:46][CH:47]=[C:48]2[C:52]=1[NH:51][C:50]([C:53]([NH:55][CH2:56][CH2:57][S:58]C(C1C=CC=CC=1)(C1C=CC=CC=1)C1C=CC=CC=1)=O)=[CH:49]2)[C:37]1[CH:42]=[CH:41][CH:40]=[CH:39][CH:38]=1.